This data is from Retrosynthesis with 50K atom-mapped reactions and 10 reaction types from USPTO. The task is: Predict the reactants needed to synthesize the given product. (1) Given the product Cc1cc(C)n(-c2cnc(C=NO)c(Nc3ccc(Cl)cc3)n2)n1, predict the reactants needed to synthesize it. The reactants are: Cc1cc(C)n(-c2cnc(C=O)c(Nc3ccc(Cl)cc3)n2)n1.NO. (2) Given the product c1csc(C2OCCO2)n1, predict the reactants needed to synthesize it. The reactants are: O=Cc1nccs1.OCCO.